Dataset: Catalyst prediction with 721,799 reactions and 888 catalyst types from USPTO. Task: Predict which catalyst facilitates the given reaction. (1) Reactant: [CH2:1]([O:5][C@@H:6]1[CH2:10][CH2:9][N:8](C(OC(C)(C)C)=O)[CH2:7]1)[CH:2]([CH3:4])[CH3:3].[ClH:18]. Product: [ClH:18].[CH2:1]([O:5][C@@H:6]1[CH2:10][CH2:9][NH:8][CH2:7]1)[CH:2]([CH3:4])[CH3:3]. The catalyst class is: 7. (2) Reactant: [Br:1][C:2]1[C:7]2=[N:8][O:9][N:10]=[C:6]2[C:5]([N+:11]([O-])=O)=[CH:4][CH:3]=1. Product: [Br:1][C:2]1[C:7]2=[N:8][O:9][N:10]=[C:6]2[C:5]([NH2:11])=[CH:4][CH:3]=1. The catalyst class is: 409. (3) Reactant: [OH:1][C:2]1[CH:21]=[CH:20][C:5]([CH2:6][NH:7][C:8](=[O:19])[C:9]2[CH:14]=[CH:13][C:12]([O:15][CH3:16])=[C:11]([O:17][CH3:18])[CH:10]=2)=[CH:4][CH:3]=1.C([O-])([O-])=O.[K+].[K+].[CH3:28][N:29]([CH2:31][CH2:32]Cl)[CH3:30]. Product: [CH3:28][N:29]([CH2:31][CH2:32][O:1][C:2]1[CH:21]=[CH:20][C:5]([CH2:6][NH:7][C:8]([C:9]2[CH:14]=[CH:13][C:12]([O:15][CH3:16])=[C:11]([O:17][CH3:18])[CH:10]=2)=[O:19])=[CH:4][CH:3]=1)[CH3:30]. The catalyst class is: 1. (4) Reactant: [NH2:1][C:2]([C:4]1[CH:5]=[N:6][C:7]2[C:12]([C:13]=1[NH:14][C:15]1[CH:16]=[C:17]([CH:23]=[CH:24][CH:25]=1)[C:18]([O:20][CH2:21][CH3:22])=[O:19])=[CH:11][CH:10]=[C:9](Br)[CH:8]=2)=[O:3].[N:27]1[CH:32]=[C:31](B(O)O)[CH:30]=[N:29][CH:28]=1.C(=O)([O-])[O-].[K+].[K+]. Product: [NH2:1][C:2]([C:4]1[CH:5]=[N:6][C:7]2[C:12]([C:13]=1[NH:14][C:15]1[CH:16]=[C:17]([CH:23]=[CH:24][CH:25]=1)[C:18]([O:20][CH2:21][CH3:22])=[O:19])=[CH:11][CH:10]=[C:9]([C:31]1[CH:32]=[N:27][CH:28]=[N:29][CH:30]=1)[CH:8]=2)=[O:3]. The catalyst class is: 70.